This data is from Full USPTO retrosynthesis dataset with 1.9M reactions from patents (1976-2016). The task is: Predict the reactants needed to synthesize the given product. (1) The reactants are: [CH3:1][O:2][C:3](=[O:20])[CH2:4][C:5]1[CH:10]=[CH:9][CH:8]=[C:7]([NH:11][C:12]([C:14]2[O:15][C:16](Br)=[CH:17][CH:18]=2)=[O:13])[CH:6]=1.[F:21][C:22]([F:33])([F:32])[C:23]1[CH:28]=[CH:27][CH:26]=[CH:25][C:24]=1B(O)O. Given the product [CH3:1][O:2][C:3](=[O:20])[CH2:4][C:5]1[CH:10]=[CH:9][CH:8]=[C:7]([NH:11][C:12]([C:14]2[O:15][C:16]([C:24]3[CH:25]=[CH:26][CH:27]=[CH:28][C:23]=3[C:22]([F:33])([F:32])[F:21])=[CH:17][CH:18]=2)=[O:13])[CH:6]=1, predict the reactants needed to synthesize it. (2) Given the product [C:50]([OH:57])(=[O:56])/[CH:51]=[CH:52]/[C:53]([OH:55])=[O:54].[C:1]1([C:7]2[S:11][C:10]3[CH2:12][CH2:13][CH2:14][C:9]=3[C:8]=2[NH:15][C:26](=[O:27])[O:24][C@@H:18]2[CH:19]3[CH2:22][CH2:23][N:16]([CH2:21][CH2:20]3)[CH2:17]2)[CH:2]=[CH:3][CH:4]=[CH:5][CH:6]=1, predict the reactants needed to synthesize it. The reactants are: [C:1]1([C:7]2[S:11][C:10]3[CH2:12][CH2:13][CH2:14][C:9]=3[C:8]=2[NH2:15])[CH:6]=[CH:5][CH:4]=[CH:3][CH:2]=1.[N:16]12[CH2:23][CH2:22][CH:19]([CH2:20][CH2:21]1)[C@@H:18]([OH:24])[CH2:17]2.Cl.[C:26](Cl)(=O)[O:27]C(CCCCC)CC.ClC(Cl)(OC(=O)OC(Cl)(Cl)Cl)Cl.[C:50]([OH:57])(=[O:56])/[CH:51]=[CH:52]/[C:53]([OH:55])=[O:54]. (3) The reactants are: [C:1]([C:3]1[CH:13]=[CH:12][C:6]([C:7]([O:9][CH2:10][CH3:11])=[O:8])=[CH:5][C:4]=1[NH:14][CH:15]1[CH2:19][CH2:18][CH2:17][CH2:16]1)#[N:2].C(=O)([O-])[O-:21].[K+].[K+].OO.O. Given the product [NH2:2][C:1]([C:3]1[CH:13]=[CH:12][C:6]([C:7]([O:9][CH2:10][CH3:11])=[O:8])=[CH:5][C:4]=1[NH:14][CH:15]1[CH2:19][CH2:18][CH2:17][CH2:16]1)=[O:21], predict the reactants needed to synthesize it. (4) The reactants are: [CH2:1]([O:8][C:9]1[C:10]([OH:16])=[N:11][CH:12]=[C:13]([Br:15])[CH:14]=1)[C:2]1[CH:7]=[CH:6][CH:5]=[CH:4][CH:3]=1.[C:17]([O-])([O-])=O.[Cs+].[Cs+].CI. Given the product [CH2:1]([O:8][C:9]1[C:10](=[O:16])[N:11]([CH3:17])[CH:12]=[C:13]([Br:15])[CH:14]=1)[C:2]1[CH:3]=[CH:4][CH:5]=[CH:6][CH:7]=1, predict the reactants needed to synthesize it. (5) The reactants are: Br[CH2:2][CH2:3][CH2:4][CH2:5][CH3:6].[CH:7]1([Mg]Cl)[CH:11]=[CH:10][CH:9]=[CH:8]1. Given the product [CH2:2]([C:11]1[CH2:10][CH:9]=[CH:8][CH:7]=1)[CH2:3][CH2:4][CH2:5][CH3:6], predict the reactants needed to synthesize it. (6) Given the product [ClH:11].[C:1]([C:5]1[C:10]([Cl:11])=[CH:9][C:8]([C:12]2[N:13]([C:31]([N:46]3[CH2:45][CH2:44][N:43]([CH2:42][C:41]([N:40]([CH:37]([CH3:39])[CH3:38])[CH3:50])=[O:49])[CH2:48][CH2:47]3)=[O:32])[C@H:14]([C:24]3[CH:29]=[CH:28][C:27]([Cl:30])=[CH:26][CH:25]=3)[C@H:15]([C:17]3[CH:18]=[CH:19][C:20]([Cl:23])=[CH:21][CH:22]=3)[N:16]=2)=[C:7]([O:34][CH2:35][CH3:36])[CH:6]=1)([CH3:3])([CH3:2])[CH3:4], predict the reactants needed to synthesize it. The reactants are: [C:1]([C:5]1[C:10]([Cl:11])=[CH:9][C:8]([C:12]2[N:13]([C:31](Cl)=[O:32])[C@H:14]([C:24]3[CH:29]=[CH:28][C:27]([Cl:30])=[CH:26][CH:25]=3)[C@H:15]([C:17]3[CH:22]=[CH:21][C:20]([Cl:23])=[CH:19][CH:18]=3)[N:16]=2)=[C:7]([O:34][CH2:35][CH3:36])[CH:6]=1)([CH3:4])([CH3:3])[CH3:2].[CH:37]([N:40]([CH3:50])[C:41](=[O:49])[CH2:42][N:43]1[CH2:48][CH2:47][NH:46][CH2:45][CH2:44]1)([CH3:39])[CH3:38]. (7) Given the product [CH2:1]([CH:4]1[CH:30]=[C:29]([CH3:31])[CH2:28][CH:27]([CH3:32])[CH2:26][CH:25]([O:33][CH3:34])[CH:24]2[O:35][C:20]([OH:39])([CH:21]([CH3:38])[CH2:22][CH:23]2[O:36][CH3:37])[C:19](=[O:40])[C:18](=[O:41])[N:17]2[CH:12]([CH2:13][CH2:14][CH2:15][CH2:16]2)[C:11](=[O:42])[O:10][CH:9]([C:43]([CH3:72])=[CH:44][CH:45]2[CH2:50][CH2:49][CH:48]([O:51][C:52](=[O:69])[CH2:53][CH2:54][CH2:55][CH2:56][CH2:57][CH2:58][C:59]([OH:61])=[O:60])[CH:47]([O:70][CH3:71])[CH2:46]2)[CH:8]([CH3:73])[CH:7]([OH:74])[CH2:6][C:5]1=[O:82])[CH:2]=[CH2:3], predict the reactants needed to synthesize it. The reactants are: [CH2:1]([CH:4]1[CH:30]=[C:29]([CH3:31])[CH2:28][CH:27]([CH3:32])[CH2:26][CH:25]([O:33][CH3:34])[CH:24]2[O:35][C:20]([OH:39])([CH:21]([CH3:38])[CH2:22][CH:23]2[O:36][CH3:37])[C:19](=[O:40])[C:18](=[O:41])[N:17]2[CH:12]([CH2:13][CH2:14][CH2:15][CH2:16]2)[C:11](=[O:42])[O:10][CH:9]([C:43]([CH3:72])=[CH:44][CH:45]2[CH2:50][CH2:49][CH:48]([O:51][C:52](=[O:69])[CH2:53][CH2:54][CH2:55][CH2:56][CH2:57][CH2:58][C:59]([O:61][Si](C(C)(C)C)(C)C)=[O:60])[CH:47]([O:70][CH3:71])[CH2:46]2)[CH:8]([CH3:73])[CH:7]([O:74][Si](C(C)(C)C)(C)C)[CH2:6][C:5]1=[O:82])[CH:2]=[CH2:3].C(#N)C.F.